From a dataset of Reaction yield outcomes from USPTO patents with 853,638 reactions. Predict the reaction yield, written as a fraction of the theoretical maximum amount of product (1.0 means a 100% yield; for example, 0.34 means a 34% yield). (1) The reactants are [OH:1][C:2]1[CH:3]=[C:4]([CH:7]=[CH:8][C:9]=1[O:10][CH2:11][CH2:12][CH3:13])[CH:5]=O.[CH3:14][C:15]([C:17]1[CH:22]=[C:21]([O:23][CH3:24])[C:20]([O:25][CH3:26])=[C:19]([O:27][CH3:28])[CH:18]=1)=[O:16].[OH-].[Na+]. The catalyst is CO. The product is [OH:1][C:2]1[CH:3]=[C:4](/[CH:5]=[CH:14]/[C:15]([C:17]2[CH:18]=[C:19]([O:27][CH3:28])[C:20]([O:25][CH3:26])=[C:21]([O:23][CH3:24])[CH:22]=2)=[O:16])[CH:7]=[CH:8][C:9]=1[O:10][CH2:11][CH2:12][CH3:13]. The yield is 0.600. (2) The reactants are [CH3:1][O:2][C:3]1[CH:11]=[CH:10][CH:9]=[CH:8][C:4]=1[CH2:5][CH2:6][NH2:7].[C:12]1([CH3:22])[CH:17]=[CH:16][C:15]([S:18](Cl)(=[O:20])=[O:19])=[CH:14][CH:13]=1.FC1C=CC(OC2C=CC(S(NCCC3C=CC=CC=3OC)(=O)=O)=CC=2)=CC=1. No catalyst specified. The product is [CH3:1][O:2][C:3]1[CH:11]=[CH:10][CH:9]=[CH:8][C:4]=1[CH2:5][CH2:6][NH:7][S:18]([C:15]1[CH:16]=[CH:17][C:12]([CH3:22])=[CH:13][CH:14]=1)(=[O:20])=[O:19]. The yield is 1.00. (3) The reactants are [OH:1][N:2]1[C:6](=[O:7])[C:5]2=[CH:8][CH:9]=[CH:10][CH:11]=[C:4]2[C:3]1=[O:12].Br[CH2:14][C:15]#[N:16].CCN(CC)CC. The catalyst is CN(C=O)C.CCOC(C)=O.[Cl-].[Na+].O. The product is [O:7]=[C:6]1[C:5]2[C:4](=[CH:11][CH:10]=[CH:9][CH:8]=2)[C:3](=[O:12])[N:2]1[O:1][CH2:14][C:15]#[N:16]. The yield is 0.360. (4) The reactants are [NH2:1][C@H:2]1[C:11]2[C:6](=[CH:7][CH:8]=[CH:9][CH:10]=2)[N:5]([C:12]([C:14]2[CH:19]=[CH:18][C:17]([O:20][CH3:21])=[CH:16][CH:15]=2)=[O:13])[C@@H:4]([CH3:22])[CH2:3]1.[CH:23](=O)[CH3:24].C(O[BH-](OC(=O)C)OC(=O)C)(=O)C.[Na+].C(N(CC)C(C)C)(C)C.[Cl:49][C:50]1[CH:58]=[CH:57][C:53]([C:54](Cl)=[O:55])=[CH:52][CH:51]=1. The catalyst is ClCCl. The product is [Cl:49][C:50]1[CH:58]=[CH:57][C:53]([C:54]([N:1]([CH2:23][CH3:24])[C@H:2]2[C:11]3[C:6](=[CH:7][CH:8]=[CH:9][CH:10]=3)[N:5]([C:12](=[O:13])[C:14]3[CH:15]=[CH:16][C:17]([O:20][CH3:21])=[CH:18][CH:19]=3)[C@@H:4]([CH3:22])[CH2:3]2)=[O:55])=[CH:52][CH:51]=1. The yield is 0.240. (5) The reactants are [C:1]([O:5][C:6]([NH:8][C:9]1[CH:13]=[CH:12][S:11][C:10]=1[C:14]([OH:16])=O)=[O:7])([CH3:4])([CH3:3])[CH3:2].[CH3:17][O:18][C:19]1[CH:20]=[C:21]([CH:23]=[CH:24][CH:25]=1)[NH2:22]. No catalyst specified. The product is [CH3:17][O:18][C:19]1[CH:20]=[C:21]([NH:22][C:14]([C:10]2[S:11][CH:12]=[CH:13][C:9]=2[NH:8][C:6](=[O:7])[O:5][C:1]([CH3:2])([CH3:3])[CH3:4])=[O:16])[CH:23]=[CH:24][CH:25]=1. The yield is 0.920. (6) The reactants are Cl[C:2]1[C:7]([CH:8]([F:10])[F:9])=[CH:6][CH:5]=[CH:4][N:3]=1.[C:11](=[NH:24])([C:18]1[CH:23]=[CH:22][CH:21]=[CH:20][CH:19]=1)[C:12]1[CH:17]=[CH:16][CH:15]=[CH:14][CH:13]=1.CC(C)([O-])C.[K+]. The catalyst is C1(C)C=CC=CC=1.C1C=CC(/C=C/C(/C=C/C2C=CC=CC=2)=O)=CC=1.C1C=CC(/C=C/C(/C=C/C2C=CC=CC=2)=O)=CC=1.C1C=CC(/C=C/C(/C=C/C2C=CC=CC=2)=O)=CC=1.[Pd].[Pd]. The product is [F:9][CH:8]([F:10])[C:7]1[C:2]([N:24]=[C:11]([C:12]2[CH:17]=[CH:16][CH:15]=[CH:14][CH:13]=2)[C:18]2[CH:23]=[CH:22][CH:21]=[CH:20][CH:19]=2)=[N:3][CH:4]=[CH:5][CH:6]=1. The yield is 0.840. (7) The reactants are [CH2:1]([C@H:3]1[CH2:7][NH:6][CH2:5][C@H:4]1[C:8]([O:10]CC)=[O:9])[CH3:2].Cl.C([O-])([O-])=O.[Na+].[Na+].[C:20](O[C:20]([O:22][C:23]([CH3:26])([CH3:25])[CH3:24])=[O:21])([O:22][C:23]([CH3:26])([CH3:25])[CH3:24])=[O:21]. No catalyst specified. The product is [C:23]([O:22][C:20]([N:6]1[CH2:7][C@H:3]([CH2:1][CH3:2])[C@H:4]([C:8]([OH:10])=[O:9])[CH2:5]1)=[O:21])([CH3:26])([CH3:25])[CH3:24]. The yield is 0.320.